This data is from Full USPTO retrosynthesis dataset with 1.9M reactions from patents (1976-2016). The task is: Predict the reactants needed to synthesize the given product. (1) Given the product [Cl:1][C:2]1[CH:3]=[C:4]([N:13]([CH3:21])[CH2:14][CH:15]2[CH2:20][CH2:19][O:18][CH2:17][CH2:16]2)[C:5]([CH3:12])=[C:6]([CH:11]=1)[C:7]([O:9][CH3:10])=[O:8], predict the reactants needed to synthesize it. The reactants are: [Cl:1][C:2]1[CH:3]=[C:4]([NH:13][CH2:14][CH:15]2[CH2:20][CH2:19][O:18][CH2:17][CH2:16]2)[C:5]([CH3:12])=[C:6]([CH:11]=1)[C:7]([O:9][CH3:10])=[O:8].[C:21](=O)([O-])[O-].[Cs+].[Cs+].CI. (2) Given the product [C:1]([C:5]1[CH:10]=[CH:9][C:8]([C:11]2[N:15]([C:35]([C:36]3[CH:41]=[CH:40][CH:39]=[CH:38][CH:37]=3)=[O:42])[C@@:14]([C:17]3[CH:22]=[CH:21][C:20]([Cl:23])=[CH:19][CH:18]=3)([CH3:16])[C@@:13]([C:25]3[CH:26]=[CH:27][C:28]([Cl:31])=[CH:29][CH:30]=3)([CH3:24])[N:12]=2)=[C:7]([O:32][CH2:33][CH3:34])[CH:6]=1)([CH3:2])([CH3:3])[CH3:4], predict the reactants needed to synthesize it. The reactants are: [C:1]([C:5]1[CH:10]=[CH:9][C:8]([C:11]2[NH:12][C:13]([C:25]3[CH:30]=[CH:29][C:28]([Cl:31])=[CH:27][CH:26]=3)([CH3:24])[C:14]([C:17]3[CH:22]=[CH:21][C:20]([Cl:23])=[CH:19][CH:18]=3)([CH3:16])[N:15]=2)=[C:7]([O:32][CH2:33][CH3:34])[CH:6]=1)([CH3:4])([CH3:3])[CH3:2].[C:35](Cl)(=[O:42])[C:36]1[CH:41]=[CH:40][CH:39]=[CH:38][CH:37]=1. (3) Given the product [CH2:20]=[C:21]([C:2]1[NH:3][C:4]2[CH:5]=[N:6][C:7]([C:10]#[N:11])=[CH:8][C:9]=2[N:1]=1)[CH3:25], predict the reactants needed to synthesize it. The reactants are: [N:1]1[C:9]2[CH:8]=[C:7]([C:10]#[N:11])[N:6]=[CH:5][C:4]=2[NH:3][CH:2]=1.P([O-])([O-])([O-])=O.[K+].[K+].[K+].[CH3:20][C:21]1(C)[C:25](C)(C)OB(C(C)=C)O1. (4) Given the product [CH2:1]([NH:9][C:10](=[O:12])[CH3:11])[CH2:2][C:3]1[CH:8]=[CH:7][CH:6]=[CH:5][CH:4]=1, predict the reactants needed to synthesize it. The reactants are: [CH2:1]([NH2:9])[CH2:2][C:3]1[CH:8]=[CH:7][CH:6]=[CH:5][CH:4]=1.[C:10](OC(=O)C)(=[O:12])[CH3:11]. (5) Given the product [CH3:1][C:2]1[C:7]([C:8]([F:9])([F:10])[F:11])=[CH:6][CH:5]=[CH:4][C:3]=1[CH2:12][C:13]1[CH:17]=[N:16][N:15]2[C:21](=[O:22])[CH2:20][C:19](=[O:25])[NH:18][C:14]=12, predict the reactants needed to synthesize it. The reactants are: [CH3:1][C:2]1[C:7]([C:8]([F:11])([F:10])[F:9])=[CH:6][CH:5]=[CH:4][C:3]=1[CH2:12][C:13]1[C:14]([NH2:18])=[N:15][NH:16][CH:17]=1.[C:19](OC)(=[O:25])[CH2:20][C:21](OC)=[O:22].C[O-].[Na+]. (6) Given the product [NH2:7][C:58](=[O:60])[CH2:57][C:52]1[CH:53]=[CH:54][CH:55]=[CH:56][C:51]=1[CH2:50][CH2:49][C:47]1[C:46]([C:61]([F:64])([F:62])[F:63])=[CH:45][N:44]=[C:43]([NH:42][C:39]2[CH:40]=[CH:41][C:36]([CH2:35][N:31]([CH2:32][CH2:33][OH:34])[C:29](=[O:30])[O:28][C:24]([CH3:26])([CH3:25])[CH3:27])=[CH:37][CH:38]=2)[N:48]=1, predict the reactants needed to synthesize it. The reactants are: C1C=CC2N(O)N=[N:7]C=2C=1.CCN=C=NCCCN(C)C.Cl.Cl.[C:24]([O:28][C:29]([N:31]([CH2:35][C:36]1[CH:41]=[CH:40][C:39]([NH:42][C:43]2[N:48]=[C:47]([CH2:49][CH2:50][C:51]3[CH:56]=[CH:55][CH:54]=[CH:53][C:52]=3[CH2:57][C:58]([OH:60])=O)[C:46]([C:61]([F:64])([F:63])[F:62])=[CH:45][N:44]=2)=[CH:38][CH:37]=1)[CH2:32][CH2:33][OH:34])=[O:30])([CH3:27])([CH3:26])[CH3:25].CCN(CC)CC.C(=O)([O-])[O-].[NH4+].[NH4+].C([O-])(O)=O.[Na+].